This data is from Reaction yield outcomes from USPTO patents with 853,638 reactions. The task is: Predict the reaction yield, written as a fraction of the theoretical maximum amount of product (1.0 means a 100% yield; for example, 0.34 means a 34% yield). (1) The reactants are [CH2:1]([O:8][C:9]1[C:14]([N+:15]([O-:17])=[O:16])=[C:13](Cl)[CH:12]=[CH:11][N:10]=1)[C:2]1[CH:7]=[CH:6][CH:5]=[CH:4][CH:3]=1.[Cl:19][C:20]1[CH:25]=[C:24]([C:26]([F:29])([F:28])[F:27])[CH:23]=[CH:22][C:21]=1B(O)O. No catalyst specified. The product is [CH2:1]([O:8][C:9]1[C:14]([N+:15]([O-:17])=[O:16])=[C:13]([C:21]2[CH:22]=[CH:23][C:24]([C:26]([F:29])([F:28])[F:27])=[CH:25][C:20]=2[Cl:19])[CH:12]=[CH:11][N:10]=1)[C:2]1[CH:7]=[CH:6][CH:5]=[CH:4][CH:3]=1. The yield is 0.790. (2) The reactants are [OH:1][C:2]1[CH:3]=[C:4]([CH:7]=[CH:8][C:9]=1[O:10][C:11]1[CH:20]=[CH:19][C:14]2[B:15]([OH:18])[O:16][CH2:17][C:13]=2[CH:12]=1)[C:5]#[N:6].[CH:21]1(I)[CH2:25][CH2:24][CH2:23][CH2:22]1.CN(C)C=O.[H-].[Na+]. The catalyst is O. The product is [CH:21]1([O:1][C:2]2[CH:3]=[C:4]([CH:7]=[CH:8][C:9]=2[O:10][C:11]2[CH:20]=[CH:19][C:14]3[B:15]([OH:18])[O:16][CH2:17][C:13]=3[CH:12]=2)[C:5]#[N:6])[CH2:25][CH2:24][CH2:23][CH2:22]1. The yield is 0.630. (3) The reactants are CCOC(C)=O.Cl.[Cl:8][C:9]1[CH:14]=[CH:13][CH:12]=[CH:11][C:10]=1[N:15]1[C:19]([C:20]2[N:21]=[C:22]3[C:28]4[CH:29]=[CH:30][C:31]([C:33]5[CH:38]=[CH:37][C:36]([Cl:39])=[CH:35][CH:34]=5)=[CH:32][C:27]=4[O:26][CH2:25][CH2:24][N:23]3[CH:40]=2)=[N:18][C:17]([NH:41]C(=O)O)=[N:16]1. The catalyst is CCOC(C)=O. The product is [Cl:8][C:9]1[CH:14]=[CH:13][CH:12]=[CH:11][C:10]=1[N:15]1[C:19]([C:20]2[N:21]=[C:22]3[C:28]4[CH:29]=[CH:30][C:31]([C:33]5[CH:38]=[CH:37][C:36]([Cl:39])=[CH:35][CH:34]=5)=[CH:32][C:27]=4[O:26][CH2:25][CH2:24][N:23]3[CH:40]=2)=[N:18][C:17]([NH2:41])=[N:16]1. The yield is 0.340. (4) The yield is 0.370. The reactants are C1(C)C=CC=CC=1.[I:8][C:9]1[CH:10]=[C:11]([OH:15])[CH:12]=[CH:13][CH:14]=1.C(N(CC)CC)C.[C:23]([O:26][C@@H:27]1[C@@H:32]([O:33][C:34](=[O:36])[CH3:35])[C@H:31]([O:37][C:38](=[O:40])[CH3:39])[CH2:30][S:29][C@@H:28]1Br)(=[O:25])[CH3:24]. The product is [C:23]([O:26][C@@H:27]1[C@@H:32]([O:33][C:34](=[O:36])[CH3:35])[C@H:31]([O:37][C:38](=[O:40])[CH3:39])[CH2:30][S:29][C@H:28]1[O:15][C:11]1[CH:12]=[CH:13][CH:14]=[C:9]([I:8])[CH:10]=1)(=[O:25])[CH3:24]. The catalyst is [Cl-].[Zn+2].[Cl-].C(OCC)(=O)C.O.C(#N)C. (5) The reactants are Cl[CH2:2][CH2:3][O:4][C:5]1[C:13]2[C:8](=[N:9][CH:10]=[N:11][C:12]=2[NH:14][C:15]2[CH:20]=[CH:19][C:18]([O:21][C:22]3[CH:23]=[N:24][C:25]([CH3:28])=[CH:26][CH:27]=3)=[C:17]([CH3:29])[CH:16]=2)[NH:7][N:6]=1.[NH:30]1[CH2:34][CH2:33][C@@H:32]([OH:35])[CH2:31]1. No catalyst specified. The product is [CH3:29][C:17]1[CH:16]=[C:15]([NH:14][C:12]2[N:11]=[CH:10][N:9]=[C:8]3[NH:7][N:6]=[C:5]([O:4][CH2:3][CH2:2][N:30]4[CH2:34][CH2:33][C@@H:32]([OH:35])[CH2:31]4)[C:13]=23)[CH:20]=[CH:19][C:18]=1[O:21][C:22]1[CH:23]=[N:24][C:25]([CH3:28])=[CH:26][CH:27]=1. The yield is 0.150.